From a dataset of Full USPTO retrosynthesis dataset with 1.9M reactions from patents (1976-2016). Predict the reactants needed to synthesize the given product. Given the product [C:40]([NH:1][C:2]1[CH:15]=[C:14]([C:16]2[CH2:20][C:19]([C:25]3[CH:30]=[C:29]([Cl:31])[CH:28]=[C:27]([Cl:32])[CH:26]=3)([C:21]([F:24])([F:23])[F:22])[O:18][N:17]=2)[CH:13]=[CH:12][C:3]=1[C:4]([NH:6][CH2:7][C:8]([F:10])([F:9])[F:11])=[O:5])(=[O:42])[CH3:41], predict the reactants needed to synthesize it. The reactants are: [NH2:1][C:2]1[CH:15]=[C:14]([C:16]2[CH2:20][C:19]([C:25]3[CH:30]=[C:29]([Cl:31])[CH:28]=[C:27]([Cl:32])[CH:26]=3)([C:21]([F:24])([F:23])[F:22])[O:18][N:17]=2)[CH:13]=[CH:12][C:3]=1[C:4]([NH:6][CH2:7][C:8]([F:11])([F:10])[F:9])=[O:5].C(N(CC)CC)C.[C:40](OC(=O)C)(=[O:42])[CH3:41].